Dataset: NCI-60 drug combinations with 297,098 pairs across 59 cell lines. Task: Regression. Given two drug SMILES strings and cell line genomic features, predict the synergy score measuring deviation from expected non-interaction effect. (1) Drug 1: CC(C1=C(C=CC(=C1Cl)F)Cl)OC2=C(N=CC(=C2)C3=CN(N=C3)C4CCNCC4)N. Drug 2: COC1=CC(=CC(=C1O)OC)C2C3C(COC3=O)C(C4=CC5=C(C=C24)OCO5)OC6C(C(C7C(O6)COC(O7)C8=CC=CS8)O)O. Cell line: SK-MEL-2. Synergy scores: CSS=41.4, Synergy_ZIP=-2.34, Synergy_Bliss=-0.450, Synergy_Loewe=-16.2, Synergy_HSA=-1.10. (2) Drug 1: C1CC(C1)(C(=O)O)C(=O)O.[NH2-].[NH2-].[Pt+2]. Drug 2: COC1=NC(=NC2=C1N=CN2C3C(C(C(O3)CO)O)O)N. Cell line: SR. Synergy scores: CSS=-2.31, Synergy_ZIP=1.98, Synergy_Bliss=4.05, Synergy_Loewe=-2.59, Synergy_HSA=-1.45.